Dataset: Catalyst prediction with 721,799 reactions and 888 catalyst types from USPTO. Task: Predict which catalyst facilitates the given reaction. (1) Reactant: [CH2:1]([N:8](C)[CH:9]([C:12]1[CH:40]=[CH:39][C:38]([C:41]([F:44])([F:43])[F:42])=[CH:37][C:13]=1[CH2:14][N:15]([CH2:22][C:23]1[CH:28]=[C:27]([C:29]([F:32])([F:31])[F:30])[CH:26]=[C:25]([C:33]([F:36])([F:35])[F:34])[CH:24]=1)[C:16]1[N:17]=[N:18][N:19]([CH3:21])[N:20]=1)[CH2:10][CH3:11])C1C=CC=CC=1. Product: [F:32][C:29]([F:30])([F:31])[C:27]1[CH:28]=[C:23]([CH:24]=[C:25]([C:33]([F:34])([F:35])[F:36])[CH:26]=1)[CH2:22][N:15]([CH2:14][C:13]1[CH:37]=[C:38]([C:41]([F:44])([F:43])[F:42])[CH:39]=[CH:40][C:12]=1[CH:9]([NH:8][CH3:1])[CH2:10][CH3:11])[C:16]1[N:17]=[N:18][N:19]([CH3:21])[N:20]=1. The catalyst class is: 105. (2) Reactant: [CH2:1]([C:3]1[CH:4]=[N:5][C:6]([N:9]2[CH2:14][CH2:13][CH:12]([CH2:15][CH2:16][CH2:17][O:18][C:19]3[CH:28]=[CH:27][C:26]4[CH2:25][NH:24][CH2:23][CH2:22][C:21]=4[N:20]=3)[CH2:11][CH2:10]2)=[N:7][CH:8]=1)[CH3:2].CCN(CC)CC.[CH3:36][S:37](Cl)(=[O:39])=[O:38]. Product: [CH2:1]([C:3]1[CH:4]=[N:5][C:6]([N:9]2[CH2:14][CH2:13][CH:12]([CH2:15][CH2:16][CH2:17][O:18][C:19]3[CH:28]=[CH:27][C:26]4[CH2:25][N:24]([S:37]([CH3:36])(=[O:39])=[O:38])[CH2:23][CH2:22][C:21]=4[N:20]=3)[CH2:11][CH2:10]2)=[N:7][CH:8]=1)[CH3:2]. The catalyst class is: 2. (3) Reactant: [F:1][C:2]1[CH:11]=[C:10]([C:12]2[C:13]([CH3:49])([CH3:48])[C@H:14]3[C@:27]([CH3:30])([CH2:28][CH:29]=2)[C@@H:26]2[C@:17]([CH3:47])([C@@:18]4([CH3:46])[C@H:23]([CH2:24][CH2:25]2)[C@H:22]2[C@H:31]([C:34]([CH3:36])=[CH2:35])[CH2:32][CH2:33][C@:21]2([NH:37][CH2:38][CH2:39][N:40]2[CH2:45][CH2:44][O:43][CH2:42][CH2:41]2)[CH2:20][CH2:19]4)[CH2:16][CH2:15]3)[CH:9]=[CH:8][C:3]=1[C:4]([O:6]C)=[O:5].[OH-].[Na+].Cl. Product: [F:1][C:2]1[CH:11]=[C:10]([C:12]2[C:13]([CH3:49])([CH3:48])[C@H:14]3[C@:27]([CH3:30])([CH2:28][CH:29]=2)[C@@H:26]2[C@:17]([CH3:47])([C@@:18]4([CH3:46])[C@H:23]([CH2:24][CH2:25]2)[C@H:22]2[C@H:31]([C:34]([CH3:36])=[CH2:35])[CH2:32][CH2:33][C@:21]2([NH:37][CH2:38][CH2:39][N:40]2[CH2:45][CH2:44][O:43][CH2:42][CH2:41]2)[CH2:20][CH2:19]4)[CH2:16][CH2:15]3)[CH:9]=[CH:8][C:3]=1[C:4]([OH:6])=[O:5]. The catalyst class is: 12. (4) Reactant: Cl.[O:2]1[C@H:7]2[CH2:8][NH:9][CH2:10][C@H:6]2[O:5][CH2:4][CH2:3]1.CCN(C(C)C)C(C)C.Br[CH2:21]/[CH:22]=[CH:23]/[C:24]([O:26][CH2:27][CH3:28])=[O:25]. Product: [O:2]1[C@H:7]2[CH2:8][N:9]([CH2:21]/[CH:22]=[CH:23]/[C:24]([O:26][CH2:27][CH3:28])=[O:25])[CH2:10][C@H:6]2[O:5][CH2:4][CH2:3]1. The catalyst class is: 448. (5) Reactant: [Cl:1][C:2]1[C:3]2[N:4]([C:9]([C@@H:12]3[CH2:17][CH2:16][CH2:15][N:14]([C:18]([O:20][CH2:21][C:22]4[CH:27]=[CH:26][CH:25]=[CH:24][CH:23]=4)=[O:19])[CH2:13]3)=[N:10][CH:11]=2)[C:5]([F:8])=[CH:6][N:7]=1.[Br:28]N1C(=O)CCC1=O. Product: [Br:28][C:11]1[N:10]=[C:9]([C@@H:12]2[CH2:17][CH2:16][CH2:15][N:14]([C:18]([O:20][CH2:21][C:22]3[CH:27]=[CH:26][CH:25]=[CH:24][CH:23]=3)=[O:19])[CH2:13]2)[N:4]2[C:5]([F:8])=[CH:6][N:7]=[C:2]([Cl:1])[C:3]=12. The catalyst class is: 3. (6) Reactant: [CH:1]([O:4][C:5]1[CH:24]=[CH:23][C:8]([O:9][C:10]2[S:14][C:13]([C:15]3[S:19][C:18]([CH:20]([NH2:22])[CH3:21])=[CH:17][CH:16]=3)=[N:12][N:11]=2)=[CH:7][CH:6]=1)([CH3:3])[CH3:2].C(N(CC)CC)C.[C:32](Cl)(=[O:34])[CH3:33]. Product: [CH:1]([O:4][C:5]1[CH:24]=[CH:23][C:8]([O:9][C:10]2[S:14][C:13]([C:15]3[S:19][C:18]([CH:20]([NH:22][C:32](=[O:34])[CH3:33])[CH3:21])=[CH:17][CH:16]=3)=[N:12][N:11]=2)=[CH:7][CH:6]=1)([CH3:2])[CH3:3]. The catalyst class is: 2. (7) Reactant: [F:1][C:2]1[CH:33]=[N:32][C:5]2[N:6]([CH:26]3[CH2:31][CH2:30][S:29][CH2:28][CH2:27]3)[C:7](=[O:25])[N:8]([C@@H:11]3[CH2:16][CH2:15][C@H:14]([NH:17]C(=O)OC(C)(C)C)[CH2:13][CH2:12]3)[C:9](=[O:10])[C:4]=2[CH:3]=1.[ClH:34]. Product: [ClH:34].[NH2:17][C@@H:14]1[CH2:15][CH2:16][C@H:11]([N:8]2[C:9](=[O:10])[C:4]3[CH:3]=[C:2]([F:1])[CH:33]=[N:32][C:5]=3[N:6]([CH:26]3[CH2:27][CH2:28][S:29][CH2:30][CH2:31]3)[C:7]2=[O:25])[CH2:12][CH2:13]1. The catalyst class is: 12. (8) Reactant: [F-].C([N+](C[CH2:16][CH2:17][CH3:18])(CCCC)CCCC)CCC.C(OC1(O[Si](C)(C)C)CC1)C.C1(P(=[CH:49][C:50]([O:52][C:53]([CH3:56])([CH3:55])[CH3:54])=[O:51])(C2C=CC=CC=2)C2C=CC=CC=2)C=CC=CC=1.C(O)(=O)C1C=CC=CC=1. Product: [C:16]1(=[CH:49][C:50]([O:52][C:53]([CH3:54])([CH3:55])[CH3:56])=[O:51])[CH2:17][CH2:18]1. The catalyst class is: 165.